From a dataset of Reaction yield outcomes from USPTO patents with 853,638 reactions. Predict the reaction yield, written as a fraction of the theoretical maximum amount of product (1.0 means a 100% yield; for example, 0.34 means a 34% yield). (1) The reactants are [Br:1][C:2]1[CH:7]=[CH:6][C:5]([CH:8]2[C:13]3[N:14]=[C:15]([Cl:19])[N:16]=[C:17](Cl)[C:12]=3[CH2:11][O:10][CH2:9]2)=[CH:4][CH:3]=1.Cl.[CH3:21][NH2:22]. No catalyst specified. The product is [Br:1][C:2]1[CH:7]=[CH:6][C:5]([CH:8]2[C:13]3[N:14]=[C:15]([Cl:19])[N:16]=[C:17]([NH:22][CH3:21])[C:12]=3[CH2:11][O:10][CH2:9]2)=[CH:4][CH:3]=1. The yield is 0.426. (2) The reactants are [CH3:1][O:2][C:3]1[N:8]=[C:7]([CH:9]=[O:10])[CH:6]=[C:5]([NH:11][CH2:12][CH2:13][C:14]2[CH:19]=[CH:18][C:17]([O:20][CH3:21])=[CH:16][CH:15]=2)[N:4]=1.S([CH2:32][N+:33]#[C-:34])(C1C=CC(C)=CC=1)(=O)=O.COCCOC. The catalyst is O. The product is [CH3:1][O:2][C:3]1[N:4]=[C:5]([NH:11][CH2:12][CH2:13][C:14]2[CH:15]=[CH:16][C:17]([O:20][CH3:21])=[CH:18][CH:19]=2)[CH:6]=[C:7]([C:9]2[O:10][CH:34]=[N:33][CH:32]=2)[N:8]=1. The yield is 0.0850. (3) The product is [CH:1]1([N:7]2[CH2:11][CH2:10][CH:9]([CH2:12][C:13]3[CH:22]=[CH:21][C:16]([C:17]([OH:19])=[O:18])=[CH:15][CH:14]=3)[C:8]2=[O:23])[CH2:2][CH2:3][CH2:4][CH2:5][CH2:6]1. The reactants are [CH:1]1([N:7]2[CH2:11][CH2:10][CH:9]([CH2:12][C:13]3[CH:22]=[CH:21][C:16]([C:17]([O:19]C)=[O:18])=[CH:15][CH:14]=3)[C:8]2=[O:23])[CH2:6][CH2:5][CH2:4][CH2:3][CH2:2]1.[OH-].[Na+]. The catalyst is C(O)C. The yield is 1.00. (4) The yield is 0.700. The catalyst is ClCCl. The product is [Br:17][CH2:1][CH2:2][CH2:3][CH2:4][CH2:5]/[CH:6]=[CH:7]\[CH2:8][CH2:9][CH2:10][CH2:11][CH2:12][CH2:13][CH3:14]. The reactants are [CH2:1](O)[CH2:2][CH2:3][CH2:4][CH2:5]/[CH:6]=[CH:7]\[CH2:8][CH2:9][CH2:10][CH2:11][CH2:12][CH2:13][CH3:14].C(Br)(Br)(Br)[Br:17].C1(P(C2C=CC=CC=2)C2C=CC=CC=2)C=CC=CC=1. (5) The reactants are [Cl:1][C:2]1[CH:7]=[CH:6][C:5]([S:8]([CH2:11][C:12]2[CH:17]=[C:16]([F:18])[CH:15]=[CH:14][C:13]=2[F:19])(=[O:10])=[O:9])=[CH:4][CH:3]=1.[C:20]1([CH2:26][CH2:27]O)[CH:25]=[CH:24][CH:23]=[CH:22][CH:21]=1.C(C=P(CCCC)(CCCC)CCCC)#N. The catalyst is C1(C)C=CC=CC=1.CCCCCC. The product is [Cl:1][C:2]1[CH:7]=[CH:6][C:5]([S:8]([CH:11]([C:12]2[CH:17]=[C:16]([F:18])[CH:15]=[CH:14][C:13]=2[F:19])[CH2:27][CH2:26][C:20]2[CH:25]=[CH:24][CH:23]=[CH:22][CH:21]=2)(=[O:10])=[O:9])=[CH:4][CH:3]=1. The yield is 0.740. (6) The reactants are [Br:1][C:2]1[CH:7]=[CH:6][C:5]([C:8]([CH3:13])([CH3:12])[C:9](O)=[O:10])=[CH:4][CH:3]=1.C(OCC)(=O)CC(O)=O.CN.BrC1C=CC([C@H:32]([NH2:34])C)=CC=1. No catalyst specified. The product is [Br:1][C:2]1[CH:7]=[CH:6][C:5]([C:8]([CH3:13])([CH3:12])[C:9]([NH:34][CH3:32])=[O:10])=[CH:4][CH:3]=1. The yield is 0.840.